Dataset: Full USPTO retrosynthesis dataset with 1.9M reactions from patents (1976-2016). Task: Predict the reactants needed to synthesize the given product. (1) Given the product [C:6]([CH2:7][C:8]1([C:17]([OH:19])=[O:18])[CH2:16][C:15]2[C:10](=[CH:11][CH:12]=[CH:13][CH:14]=2)[CH2:9]1)([OH:20])=[O:5], predict the reactants needed to synthesize it. The reactants are: C([O:5][C:6](=[O:20])[CH2:7][C:8]1([C:17]([OH:19])=[O:18])[CH2:16][C:15]2[C:10](=[CH:11][CH:12]=[CH:13][CH:14]=2)[CH2:9]1)(C)(C)C.Cl. (2) The reactants are: [CH:1]1([N:8]2[C:12]3[N:13]=[C:14]([NH:17][C:18]4[CH:23]=[CH:22][C:21]([N:24]5[C:29](=[O:30])[CH2:28][C@H:27]6[CH2:31][NH:32][CH2:33][C@H:26]6[CH2:25]5)=[CH:20][N:19]=4)[N:15]=[CH:16][C:11]=3[CH:10]=[C:9]2[C:34]([N:36]([CH3:38])[CH3:37])=[O:35])[CH2:7][CH2:6][CH2:5][CH2:4][CH2:3][CH2:2]1.[CH2:39]=O.[Na]. Given the product [CH:1]1([N:8]2[C:12]3[N:13]=[C:14]([NH:17][C:18]4[CH:23]=[CH:22][C:21]([N:24]5[C:29](=[O:30])[CH2:28][C@H:27]6[CH2:31][N:32]([CH3:39])[CH2:33][C@H:26]6[CH2:25]5)=[CH:20][N:19]=4)[N:15]=[CH:16][C:11]=3[CH:10]=[C:9]2[C:34]([N:36]([CH3:38])[CH3:37])=[O:35])[CH2:7][CH2:6][CH2:5][CH2:4][CH2:3][CH2:2]1, predict the reactants needed to synthesize it. (3) The reactants are: [CH2:1]([O:8][C:9]1[CH:14]=[CH:13][CH:12]=[CH:11][C:10]=1Br)[C:2]1[CH:7]=[CH:6][CH:5]=[CH:4][CH:3]=1.[Mg].[CH:17]([C:19]1[CH:28]=[CH:27][C:22]([C:23]([O:25][CH3:26])=[O:24])=[CH:21][CH:20]=1)=[O:18].Cl. Given the product [CH2:1]([O:8][C:9]1[CH:14]=[CH:13][CH:12]=[CH:11][C:10]=1[CH:17]([OH:18])[C:19]1[CH:20]=[CH:21][C:22]([C:23]([O:25][CH3:26])=[O:24])=[CH:27][CH:28]=1)[C:2]1[CH:7]=[CH:6][CH:5]=[CH:4][CH:3]=1, predict the reactants needed to synthesize it. (4) Given the product [Cl:1][C:2]1[CH:11]=[CH:10][C:5]2[N:6]([CH2:13][C:14]([OH:16])=[O:15])[C:7](=[O:9])[O:8][C:4]=2[CH:3]=1, predict the reactants needed to synthesize it. The reactants are: [Cl:1][C:2]1[CH:11]=[CH:10][C:5]2[NH:6][C:7](=[O:9])[O:8][C:4]=2[CH:3]=1.Cl[CH2:13][C:14]([O:16]CC)=[O:15].C(=O)([O-])[O-].[Cs+].[Cs+].Cl. (5) Given the product [BrH:1].[Cl:16][C:10]1[CH:11]=[C:12]([Cl:15])[CH:13]=[C:14]2[C:9]=1[CH:8]=[CH:7][CH:6]=[C:5]2[C:3]1[N:20]2[CH2:21][CH2:22][N:18]=[C:19]2[S:23][C:2]=1[CH3:17], predict the reactants needed to synthesize it. The reactants are: [Br:1][CH:2]([CH3:17])[C:3]([C:5]1[C:14]2[C:9](=[C:10]([Cl:16])[CH:11]=[C:12]([Cl:15])[CH:13]=2)[CH:8]=[CH:7][CH:6]=1)=O.[NH:18]1[CH2:22][CH2:21][NH:20][C:19]1=[S:23]. (6) The reactants are: [H-].[Na+].[Br:3][C:4]1[S:5][C:6]2[CH2:7][C:8]3[C:14]([C:15]4[CH:20]=[CH:19][C:18]([O:21][CH3:22])=[CH:17][CH:16]=4)=[N:13][NH:12][C:9]=3[C:10]=2[CH:11]=1.[CH3:23][Si:24]([CH2:27][CH2:28][O:29][CH2:30]Cl)([CH3:26])[CH3:25]. Given the product [Br:3][C:4]1[S:5][C:6]2[CH2:7][C:8]3[C:14]([C:15]4[CH:20]=[CH:19][C:18]([O:21][CH3:22])=[CH:17][CH:16]=4)=[N:13][N:12]([CH2:30][O:29][CH2:28][CH2:27][Si:24]([CH3:26])([CH3:25])[CH3:23])[C:9]=3[C:10]=2[CH:11]=1, predict the reactants needed to synthesize it.